Dataset: Retrosynthesis with 50K atom-mapped reactions and 10 reaction types from USPTO. Task: Predict the reactants needed to synthesize the given product. (1) Given the product CC(=O)Nc1cccc(-c2ccc3nncn3n2)c1, predict the reactants needed to synthesize it. The reactants are: CC(=O)OC(C)=O.Nc1cccc(-c2ccc3nncn3n2)c1. (2) Given the product Cc1[nH]c(-c2ccccc2)nc1C(C)O, predict the reactants needed to synthesize it. The reactants are: CC(=O)c1nc(-c2ccccc2)[nH]c1C. (3) Given the product NC(=O)c1cc(Br)cc(Nc2cccnc2)c1, predict the reactants needed to synthesize it. The reactants are: NC(=O)c1cc(Br)cc(Br)c1.Nc1cccnc1. (4) Given the product Nc1nn(C(c2ccccc2)(c2ccccc2)c2ccccc2)c2ccc(C(=O)c3cc(F)cc(F)c3)cc12, predict the reactants needed to synthesize it. The reactants are: O=C(c1cc(F)cc(F)c1)c1ccc2c(c1)c(NC(=O)C(F)(F)F)nn2C(c1ccccc1)(c1ccccc1)c1ccccc1. (5) Given the product CCOC(=O)c1cc(C#N)c(N2CCC(C)(C(=O)O)CC2)nc1C, predict the reactants needed to synthesize it. The reactants are: CC1(C(=O)O)CCNCC1.CCOC(=O)c1cc(C#N)c(Cl)nc1C. (6) Given the product CCOC(=O)CC(c1cccc(O)c1)N(C)C(=O)OC(C)(C)C, predict the reactants needed to synthesize it. The reactants are: CC(C)(C)OC(=O)OC(=O)OC(C)(C)C.CCOC(=O)CC(NC)c1cccc(O)c1. (7) Given the product C[Si](C)(C)C#Cc1ccccc1I, predict the reactants needed to synthesize it. The reactants are: C#C[Si](C)(C)C.Ic1ccccc1I. (8) The reactants are: CCOC(=O)CC1CCNCC1.O=C(NCC1CCCCC1)c1c(Cl)ccc2nc(Cl)ccc12. Given the product CCOC(=O)CC1CCN(c2ccc3c(C(=O)NCC4CCCCC4)c(Cl)ccc3n2)CC1, predict the reactants needed to synthesize it. (9) Given the product COc1ccccc1C(=O)NCC1(c2ccccc2)CCN(C(=O)c2ccccc2)CC1, predict the reactants needed to synthesize it. The reactants are: COc1ccccc1C(=O)NCC1(c2ccccc2)CCNCC1.O=C(Cl)c1ccccc1. (10) Given the product NCc1cccc(-n2nc(C(F)(F)F)cc2C(=O)N2CCc3cc(-c4ccccc4S(N)(=O)=O)ccc32)c1, predict the reactants needed to synthesize it. The reactants are: N#Cc1cccc(-n2nc(C(F)(F)F)cc2C(=O)N2CCc3cc(-c4ccccc4S(N)(=O)=O)ccc32)c1.